From a dataset of Reaction yield outcomes from USPTO patents with 853,638 reactions. Predict the reaction yield, written as a fraction of the theoretical maximum amount of product (1.0 means a 100% yield; for example, 0.34 means a 34% yield). (1) The catalyst is C1(C)C=CC=CC=1. The product is [CH2:1]([N:5]1[CH:10]=[CH:9][CH:8]=[C:7]([O:11][CH3:12])[C:6]1=[S:23])[CH2:2][CH2:3][CH3:4]. The yield is 0.800. The reactants are [CH2:1]([N:5]1[CH:10]=[CH:9][CH:8]=[C:7]([O:11][CH3:12])[C:6]1=O)[CH2:2][CH2:3][CH3:4].COC1C=CC(P2(SP(C3C=CC(OC)=CC=3)(=S)S2)=[S:23])=CC=1.CO. (2) The reactants are [Cl:1][C:2]1[CH:7]=[CH:6][CH:5]=[CH:4][C:3]=1[C:8]1[C:19]([OH:20])=[N:18][C:11]2[N:12]=[C:13]([S:16][CH3:17])[N:14]=[CH:15][C:10]=2[CH:9]=1.[OH:21]OS([O-])=O.[K+].[OH2:27]. No catalyst specified. The product is [Cl:1][C:2]1[CH:7]=[CH:6][CH:5]=[CH:4][C:3]=1[C:8]1[C:19]([OH:20])=[N:18][C:11]2[N:12]=[C:13]([S:16]([CH3:17])(=[O:21])=[O:27])[N:14]=[CH:15][C:10]=2[CH:9]=1. The yield is 0.830. (3) The reactants are C(O[BH-](O[C:11](=O)[CH3:12])OC(=O)C)(=O)C.[Na+].[N:15]1([C:22]2[S:26][C:25]([C:27]([O:29][CH2:30][CH3:31])=[O:28])=[CH:24][CH:23]=2)[CH2:21][CH2:20][CH2:19][NH:18][CH2:17][CH2:16]1.[C:32](O)(=O)C. The catalyst is CC(C)=O. The product is [CH:11]([N:18]1[CH2:19][CH2:20][CH2:21][N:15]([C:22]2[S:26][C:25]([C:27]([O:29][CH2:30][CH3:31])=[O:28])=[CH:24][CH:23]=2)[CH2:16][CH2:17]1)([CH3:12])[CH3:32]. The yield is 0.820.